This data is from Forward reaction prediction with 1.9M reactions from USPTO patents (1976-2016). The task is: Predict the product of the given reaction. (1) Given the reactants C1(NC(Cl)=O)C=CC=CC=1.[O:11]=[C:12]1[NH:16][C:15](=[O:17])/[C:14](=[CH:18]/[C:19]2[CH:20]=[CH:21][C:22]([F:47])=[C:23]([C:25]3[N:30]=[C:29]([N:31]4[CH2:37][CH2:36][CH2:35][N:34]([C:38]([NH:40][C:41]5[CH:46]=[CH:45][CH:44]=[CH:43][CH:42]=5)=[O:39])[CH2:33][CH2:32]4)[CH:28]=[N:27][CH:26]=3)[CH:24]=2)/[S:13]1, predict the reaction product. The product is: [O:11]=[C:12]1[NH:16][C:15](=[O:17])[C:14](=[CH:18][C:19]2[CH:20]=[CH:21][C:22]([F:47])=[C:23]([C:25]3[N:30]=[C:29]([N:31]4[CH2:37][CH2:36][CH2:35][N:34]([C:38]([NH:40][C:41]5[CH:46]=[CH:45][CH:44]=[CH:43][CH:42]=5)=[O:39])[CH2:33][CH2:32]4)[CH:28]=[N:27][CH:26]=3)[CH:24]=2)[S:13]1. (2) Given the reactants [NH:1]1[CH:5]=[CH:4][CH:3]=[CH:2]1.[H-].[Na+].[Br:8][C:9]1[CH:14]=[CH:13][C:12]([S:15](Cl)(=[O:17])=[O:16])=[CH:11][CH:10]=1, predict the reaction product. The product is: [Br:8][C:9]1[CH:14]=[CH:13][C:12]([S:15]([N:1]2[CH:5]=[CH:4][CH:3]=[CH:2]2)(=[O:17])=[O:16])=[CH:11][CH:10]=1.